This data is from Full USPTO retrosynthesis dataset with 1.9M reactions from patents (1976-2016). The task is: Predict the reactants needed to synthesize the given product. (1) Given the product [F:28][C:22]1[CH:23]=[CH:24][CH:25]=[C:26]([F:27])[C:21]=1[N:16]1[C:10]2[N:11]=[C:12]([S:14][CH3:15])[N:13]=[C:8]([C:31]3[CH:32]=[CH:33][CH:34]=[CH:35][C:30]=3[CH3:1])[C:9]=2[CH:19]=[CH:18][CH2:17]1, predict the reactants needed to synthesize it. The reactants are: [C:1](=O)([O-])[O-].[Na+].[Na+].Cl[C:8]1[C:9]2[CH:19]=[CH:18][C:17](=O)[N:16]([C:21]3[C:26]([F:27])=[CH:25][CH:24]=[CH:23][C:22]=3[F:28])[C:10]=2[N:11]=[C:12]([S:14][CH3:15])[N:13]=1.F[C:30]1[CH:35]=[CH:34][C:33](B(O)O)=[CH:32][CH:31]=1. (2) Given the product [Cl:21][C:13]1[CH:12]=[C:11]([CH2:16][CH2:17][CH3:18])[N:10]=[C:9]([NH:8][C:5]2[CH:6]=[CH:7][C:2]([F:1])=[CH:3][CH:4]=2)[N:14]=1, predict the reactants needed to synthesize it. The reactants are: [F:1][C:2]1[CH:7]=[CH:6][C:5]([NH:8][C:9]2[NH:14][C:13](=O)[CH:12]=[C:11]([CH2:16][CH2:17][CH3:18])[N:10]=2)=[CH:4][CH:3]=1.P(Cl)(Cl)([Cl:21])=O.[OH-].[Na+]. (3) The reactants are: FC(F)(F)C(O)=[O:4].C([C@@H]1C(OC)=[N:15][C@@H:14]([CH2:19][C@@H:20]([C:23]2[CH:28]=[CH:27][CH:26]=[CH:25][CH:24]=2)[CH2:21][CH3:22])[C:13]([O:29][CH3:30])=N1)(C)C.C(=O)([O-])[O-].[Na+].[Na+]. Given the product [CH3:30][O:29][C:13](=[O:4])[C@@H:14]([NH2:15])[CH2:19][C@@H:20]([C:23]1[CH:28]=[CH:27][CH:26]=[CH:25][CH:24]=1)[CH2:21][CH3:22], predict the reactants needed to synthesize it.